This data is from Full USPTO retrosynthesis dataset with 1.9M reactions from patents (1976-2016). The task is: Predict the reactants needed to synthesize the given product. (1) Given the product [OH:7][CH2:6][C:5]1[CH:8]=[C:9]([O:11][CH3:12])[C:10]([O:20][B:21]([OH:25])[OH:22])=[C:3]([O:2][CH3:1])[CH:4]=1, predict the reactants needed to synthesize it. The reactants are: [CH3:1][O:2][C:3]1[CH:4]=[C:5]([CH:8]=[C:9]([O:11][CH3:12])[CH:10]=1)[CH2:6][OH:7].C([Li])CCC.C([O:20][B:21]([O:25]CC)[O:22]CC)C.[Cl-].[NH4+]. (2) Given the product [CH2:19]([C:15]1([CH2:21][CH3:22])[O:16][CH2:17][CH2:18][N:13]([CH2:12][C:7]2[N:8]([CH3:11])[C:9]3[C:5]([N:6]=2)=[C:4]([N:23]2[CH2:28][CH2:27][O:26][CH2:25][CH2:24]2)[N:3]=[C:2]([N:35]2[C:30]4[CH:31]=[CH:32][CH:33]=[CH:34][C:29]=4[N:36]=[C:37]2[CH3:38])[N:10]=3)[CH2:14]1)[CH3:20], predict the reactants needed to synthesize it. The reactants are: Cl[C:2]1[N:10]=[C:9]2[C:5]([N:6]=[C:7]([CH2:12][N:13]3[CH2:18][CH2:17][O:16][C:15]([CH2:21][CH3:22])([CH2:19][CH3:20])[CH2:14]3)[N:8]2[CH3:11])=[C:4]([N:23]2[CH2:28][CH2:27][O:26][CH2:25][CH2:24]2)[N:3]=1.[C:29]1([NH2:36])[C:30]([NH2:35])=[CH:31][CH:32]=[CH:33][CH:34]=1.[C:37](O)(=O)[CH3:38]. (3) Given the product [CH:20]1([N:17]2[CH2:18][CH2:19][CH:15]([CH2:14][C:10]3[C:11]([Cl:13])=[CH:12][C:7]([C:37]4[CH:36]=[N:35][N:34]([CH2:30][CH:31]([CH3:33])[CH3:32])[CH:38]=4)=[CH:8][C:9]=3[Cl:27])[C:16]2=[O:26])[CH2:25][CH2:24][CH2:23][CH2:22][CH2:21]1, predict the reactants needed to synthesize it. The reactants are: FC(F)(F)S(O[C:7]1[CH:12]=[C:11]([Cl:13])[C:10]([CH2:14][CH:15]2[CH2:19][CH2:18][N:17]([CH:20]3[CH2:25][CH2:24][CH2:23][CH2:22][CH2:21]3)[C:16]2=[O:26])=[C:9]([Cl:27])[CH:8]=1)(=O)=O.[CH2:30]([N:34]1[CH:38]=[C:37](B2OC(C)(C)C(C)(C)O2)[CH:36]=[N:35]1)[CH:31]([CH3:33])[CH3:32].C(=O)([O-])[O-].[Na+].[Na+]. (4) Given the product [CH3:1][O:2][C:14](=[O:15])[C:13]1[CH:17]=[CH:18][CH:19]=[C:11]([C:3]([O:10][CH3:20])([O:26][CH3:25])[C:4]2[CH:9]=[CH:8][CH:7]=[CH:6][CH:5]=2)[CH:12]=1, predict the reactants needed to synthesize it. The reactants are: [CH3:1][OH:2].[C:3]([C:11]1[CH:12]=[C:13]([CH:17]=[CH:18][CH:19]=1)[C:14](O)=[O:15])(=[O:10])[C:4]1[CH:9]=[CH:8][CH:7]=[CH:6][CH:5]=1.[CH3:20]S(O)(=O)=O.[CH:25](OC)(OC)[O:26]C. (5) Given the product [Cl:1][C:2]1[C:11]2[C:6](=[CH:7][C:8]([CH2:13][O:14][CH:17]3[CH2:18][CH2:19][CH2:20][CH2:21][O:16]3)=[C:9]([CH3:12])[CH:10]=2)[N:5]=[C:4]([CH3:15])[CH:3]=1, predict the reactants needed to synthesize it. The reactants are: [Cl:1][C:2]1[C:11]2[C:6](=[CH:7][C:8]([CH2:13][OH:14])=[C:9]([CH3:12])[CH:10]=2)[N:5]=[C:4]([CH3:15])[CH:3]=1.[O:16]1[CH:21]=[CH:20][CH2:19][CH2:18][CH2:17]1.C1(C)C=CC(S([O-])(=O)=O)=CC=1.[NH+]1C=CC=CC=1. (6) Given the product [CH3:1][O:2][C:3]1[CH:4]=[CH:5][C:6]([NH:12][CH2:13][CH2:14][CH2:15][C:16]([F:19])([F:18])[F:17])=[C:7]([CH:11]=1)[C:8]([NH:55][C:51]([CH3:52])([C:53]#[CH:54])[CH3:50])=[O:10], predict the reactants needed to synthesize it. The reactants are: [CH3:1][O:2][C:3]1[CH:4]=[CH:5][C:6]([NH:12][CH2:13][CH2:14][CH2:15][C:16]([F:19])([F:18])[F:17])=[C:7]([CH:11]=1)[C:8]([OH:10])=O.CCN=C=NCCCN(C)C.C1C=CC2N(O)N=NC=2C=1.CCN(C(C)C)C(C)C.[CH3:50][C:51]([NH2:55])([C:53]#[CH:54])[CH3:52]. (7) Given the product [CH2:1]([C:3]1[CH:4]=[CH:5][C:6]([C:9]2[C:18]3[C:13](=[CH:14][CH:15]=[C:16]([C:19]#[C:20][C:21]4[CH:22]=[CH:23][C:24]([C:25]([OH:27])=[O:26])=[CH:30][CH:31]=4)[CH:17]=3)[S:12][C:11]([CH3:32])([CH3:33])[CH:10]=2)=[CH:7][CH:8]=1)[CH3:2], predict the reactants needed to synthesize it. The reactants are: [CH2:1]([C:3]1[CH:8]=[CH:7][C:6]([C:9]2[C:18]3[C:13](=[CH:14][CH:15]=[C:16]([C:19]#[C:20][C:21]4[CH:31]=[CH:30][C:24]([C:25]([O:27]CC)=[O:26])=[CH:23][CH:22]=4)[CH:17]=3)[S:12][C:11]([CH3:33])([CH3:32])[CH:10]=2)=[CH:5][CH:4]=1)[CH3:2].[OH-].[Na+].Cl. (8) Given the product [Br:11][CH2:12][CH2:13][O:2][C:1]1[CH:8]=[CH:7][C:5]([OH:6])=[CH:4][CH:3]=1, predict the reactants needed to synthesize it. The reactants are: [C:1]1([CH:8]=[CH:7][C:5]([OH:6])=[CH:4][CH:3]=1)[OH:2].[OH-].[K+].[Br:11][CH2:12][CH2:13]Br. (9) Given the product [NH2:34][C:30]1[CH:29]=[C:28]2[C:33](=[CH:32][CH:31]=1)[N:25]([CH:22]1[CH2:23][CH2:24][N:19]([CH2:2][C:3]3[CH:8]=[CH:7][C:6]([C:9]([OH:18])([C:14]([F:17])([F:16])[F:15])[C:10]([F:13])([F:12])[F:11])=[CH:5][CH:4]=3)[CH2:20][CH2:21]1)[CH:26]=[CH:27]2, predict the reactants needed to synthesize it. The reactants are: Br[CH2:2][C:3]1[CH:8]=[CH:7][C:6]([C:9]([OH:18])([C:14]([F:17])([F:16])[F:15])[C:10]([F:13])([F:12])[F:11])=[CH:5][CH:4]=1.[NH:19]1[CH2:24][CH2:23][CH:22]([N:25]2[C:33]3[C:28](=[CH:29][C:30]([NH2:34])=[CH:31][CH:32]=3)[CH:27]=[CH:26]2)[CH2:21][CH2:20]1.C(=O)([O-])[O-].[K+].[K+]. (10) Given the product [F:13][C:4]1[CH:3]=[C:2]([B:19]2[O:23][C:22]([CH3:25])([CH3:24])[C:21]([CH3:27])([CH3:26])[O:20]2)[C:7]([F:8])=[CH:6][C:5]=1[Si:9]([CH3:12])([CH3:11])[CH3:10], predict the reactants needed to synthesize it. The reactants are: Br[C:2]1[C:7]([F:8])=[CH:6][C:5]([Si:9]([CH3:12])([CH3:11])[CH3:10])=[C:4]([F:13])[CH:3]=1.C([O-])(=O)C.[K+].[B:19]1([B:19]2[O:23][C:22]([CH3:25])([CH3:24])[C:21]([CH3:27])([CH3:26])[O:20]2)[O:23][C:22]([CH3:25])([CH3:24])[C:21]([CH3:27])([CH3:26])[O:20]1.O.